Dataset: Full USPTO retrosynthesis dataset with 1.9M reactions from patents (1976-2016). Task: Predict the reactants needed to synthesize the given product. Given the product [CH3:14][C:8]1[CH:7]=[CH:6][C:5]([S:2]([N:15]2[CH2:20][CH2:19][O:18][CH2:17][CH2:16]2)(=[O:4])=[O:3])=[CH:13][C:9]=1[C:10]([OH:12])=[O:11], predict the reactants needed to synthesize it. The reactants are: Cl[S:2]([C:5]1[CH:6]=[CH:7][C:8]([CH3:14])=[C:9]([CH:13]=1)[C:10]([OH:12])=[O:11])(=[O:4])=[O:3].[NH:15]1[CH2:20][CH2:19][O:18][CH2:17][CH2:16]1.